From a dataset of HIV replication inhibition screening data with 41,000+ compounds from the AIDS Antiviral Screen. Binary Classification. Given a drug SMILES string, predict its activity (active/inactive) in a high-throughput screening assay against a specified biological target. (1) The molecule is Nc1ncnc2sc(Nc3ccccc3)nc12. The result is 1 (active). (2) The molecule is COC(=O)C1CCc2nnc(-c3ccccc3)n21. The result is 0 (inactive). (3) The drug is O=C(NCCCCNCCCNC(=O)c1ccc([N+](=O)[O-])cc1)c1ccc([N+](=O)[O-])cc1. The result is 0 (inactive). (4) The molecule is CC1OC(OC2C(Oc3cc(O)c4c(=O)cc(-c5ccc(O)cc5)oc4c3)OC(CO)C(O)C2O)C(O)C(O)C1O. The result is 0 (inactive). (5) The drug is CCN(CC)C(=S)S[Fe-](SC(=S)N(CC)CC)SC(CC(=O)O)C(=O)O. The result is 0 (inactive).